From a dataset of Forward reaction prediction with 1.9M reactions from USPTO patents (1976-2016). Predict the product of the given reaction. (1) Given the reactants [CH2:1]=[CH:2][C:3]1[CH:8]=[CH:7][CH:6]=[CH:5][CH:4]=1.[Cl:9][CH2:10][CH:11]=[CH:12][C:13]1[CH:18]=[CH:17][CH:16]=[CH:15][CH:14]=1.SCCO.N(C(C)(CC(C)C)C#N)=NC(C)(CC(C)C)C#N, predict the reaction product. The product is: [CH2:1]=[CH:2][C:3]1[CH:8]=[CH:7][CH:6]=[CH:5][CH:4]=1.[Cl:9][CH2:10][CH:11]=[CH:12][C:13]1[CH:18]=[CH:17][CH:16]=[CH:15][CH:14]=1. (2) Given the reactants Br[C:2]1[S:15][C:5]2[C:6]3[CH:14]=[N:13][CH:12]=[CH:11][C:7]=3[O:8][CH2:9][CH2:10][C:4]=2[CH:3]=1.[NH2:16][C:17]1[CH:22]=[CH:21][C:20](B(O)O)=[CH:19][N:18]=1, predict the reaction product. The product is: [S:15]1[C:5]2[C:6]3[CH:14]=[N:13][CH:12]=[CH:11][C:7]=3[O:8][CH2:9][CH2:10][C:4]=2[CH:3]=[C:2]1[C:20]1[CH:21]=[CH:22][C:17]([NH2:16])=[N:18][CH:19]=1. (3) Given the reactants [Cl:1][C:2]1[C:3]([C:12]([F:15])([F:14])[F:13])=[C:4]([C:8]([F:11])=[CH:9][CH:10]=1)[CH:5]=[N:6]O, predict the reaction product. The product is: [Cl:1][C:2]1[C:3]([C:12]([F:15])([F:13])[F:14])=[C:4]([C:8]([F:11])=[CH:9][CH:10]=1)[C:5]#[N:6]. (4) Given the reactants [CH3:1][C:2]1[C:6]([C:7]2[CH:12]=[CH:11][N:10]=[CH:9][CH:8]=2)=[C:5]([CH:13]=[CH:14][C:15]2[CH:20]=[CH:19][CH:18]=[CH:17][CH:16]=2)[NH:4][N:3]=1, predict the reaction product. The product is: [CH3:1][C:2]1[C:6]([C:7]2[CH:12]=[CH:11][N:10]=[CH:9][CH:8]=2)=[C:5]([CH2:13][CH2:14][C:15]2[CH:20]=[CH:19][CH:18]=[CH:17][CH:16]=2)[NH:4][N:3]=1. (5) Given the reactants [CH2:1]([O:8][C:9]1[CH:14]=[CH:13][C:12]([OH:15])=[C:11]([CH2:16][CH2:17][CH3:18])[CH:10]=1)[C:2]1[CH:7]=[CH:6][CH:5]=CC=1.[C:19]1([CH3:29])[CH:24]=[CH:23][C:22](S(O)(=O)=O)=[CH:21][CH:20]=1.C(=O)([O-])[O-].[Cs+].[Cs+].C[N:37]([CH:39]=[O:40])C, predict the reaction product. The product is: [CH2:29]([O:15][C:12]1[CH:13]=[CH:14][C:9]([O:8][CH2:1][CH2:2][C:7]2[N:37]=[C:39]([C:9]3[CH:14]=[CH:13][CH:12]=[CH:11][CH:10]=3)[O:40][C:6]=2[CH3:5])=[CH:10][C:11]=1[CH2:16][CH2:17][CH3:18])[C:19]1[CH:24]=[CH:23][CH:22]=[CH:21][CH:20]=1.